This data is from NCI-60 drug combinations with 297,098 pairs across 59 cell lines. The task is: Regression. Given two drug SMILES strings and cell line genomic features, predict the synergy score measuring deviation from expected non-interaction effect. (1) Drug 1: C1=NC2=C(N=C(N=C2N1C3C(C(C(O3)CO)O)O)F)N. Drug 2: CCC(=C(C1=CC=CC=C1)C2=CC=C(C=C2)OCCN(C)C)C3=CC=CC=C3.C(C(=O)O)C(CC(=O)O)(C(=O)O)O. Cell line: NCI/ADR-RES. Synergy scores: CSS=41.6, Synergy_ZIP=1.11, Synergy_Bliss=-2.08, Synergy_Loewe=-18.2, Synergy_HSA=-5.12. (2) Drug 1: CC12CCC3C(C1CCC2=O)CC(=C)C4=CC(=O)C=CC34C. Cell line: MALME-3M. Drug 2: CC(C)CN1C=NC2=C1C3=CC=CC=C3N=C2N. Synergy scores: CSS=31.7, Synergy_ZIP=3.30, Synergy_Bliss=-1.01, Synergy_Loewe=-2.20, Synergy_HSA=-2.77. (3) Drug 1: CC(C1=C(C=CC(=C1Cl)F)Cl)OC2=C(N=CC(=C2)C3=CN(N=C3)C4CCNCC4)N. Drug 2: C1CC(=O)NC(=O)C1N2C(=O)C3=CC=CC=C3C2=O. Cell line: HOP-92. Synergy scores: CSS=9.47, Synergy_ZIP=-1.05, Synergy_Bliss=4.10, Synergy_Loewe=-4.41, Synergy_HSA=2.85. (4) Drug 1: CC1OCC2C(O1)C(C(C(O2)OC3C4COC(=O)C4C(C5=CC6=C(C=C35)OCO6)C7=CC(=C(C(=C7)OC)O)OC)O)O. Drug 2: CCCCCOC(=O)NC1=NC(=O)N(C=C1F)C2C(C(C(O2)C)O)O. Cell line: SF-539. Synergy scores: CSS=6.27, Synergy_ZIP=-3.40, Synergy_Bliss=-1.94, Synergy_Loewe=-36.1, Synergy_HSA=-2.22.